This data is from HIV replication inhibition screening data with 41,000+ compounds from the AIDS Antiviral Screen. The task is: Binary Classification. Given a drug SMILES string, predict its activity (active/inactive) in a high-throughput screening assay against a specified biological target. (1) The compound is O=C(Nc1ccc(N=Nc2ccc(S(=O)(=O)O)cc2)cc1)c1ccc(N=Nc2ccc3c(S(=O)(=O)O)cccc3c2O)cc1. The result is 1 (active). (2) The molecule is CC(O)(C=CC1CC=CC(=O)O1)C(CC(O)C=CC=CC=CCO)OP(=O)(O)O.[NaH]. The result is 0 (inactive). (3) The molecule is O=C1NC(=O)C23C(=O)NC(=O)C12C1C=CC3CC1. The result is 0 (inactive). (4) The drug is CCCCC(CCCCCC(CCCC)C1NC(C)Cc2cc(OC)c(OC)cc21)C1NC(C)Cc2cc(OC)c(OC)cc21. The result is 0 (inactive). (5) The molecule is O=C(Nc1ccccc1)ON=C1CCCCC1=Cc1ccccc1. The result is 0 (inactive). (6) The compound is CC(C)COP(=O)(OCC(C)C)C(NS(=O)(=O)c1ccccc1)(C(F)(F)F)C(F)(F)F. The result is 0 (inactive).